This data is from Reaction yield outcomes from USPTO patents with 853,638 reactions. The task is: Predict the reaction yield, written as a fraction of the theoretical maximum amount of product (1.0 means a 100% yield; for example, 0.34 means a 34% yield). (1) The reactants are [Br:1][C:2]1[C:7]([C:8]2[C:9](=[O:25])[N:10]([CH2:23][CH3:24])[C:11]3[C:16]([CH:17]=2)=[CH:15][N:14]=[C:13]([NH:18][CH2:19][CH2:20][O:21][CH3:22])[CH:12]=3)=[CH:6][C:5]([NH:26][C:27]([NH:29][C:30]2[CH:35]=[CH:34][CH:33]=[CH:32][CH:31]=2)=[O:28])=[C:4]([F:36])[CH:3]=1.[CH3:37][S:38]([OH:41])(=[O:40])=[O:39]. The catalyst is CC#N. The product is [CH3:37][S:38]([OH:41])(=[O:40])=[O:39].[Br:1][C:2]1[C:7]([C:8]2[C:9](=[O:25])[N:10]([CH2:23][CH3:24])[C:11]3[C:16]([CH:17]=2)=[CH:15][N:14]=[C:13]([NH:18][CH2:19][CH2:20][O:21][CH3:22])[CH:12]=3)=[CH:6][C:5]([NH:26][C:27]([NH:29][C:30]2[CH:35]=[CH:34][CH:33]=[CH:32][CH:31]=2)=[O:28])=[C:4]([F:36])[CH:3]=1. The yield is 0.670. (2) The yield is 0.790. The reactants are [CH3:1][C:2]1[CH:3]=[CH:4][C:5]([NH:11][C:12]2[CH:13]=[N:14][C:15]3[C:20]([CH:21]=2)=[CH:19][CH:18]=[CH:17][CH:16]=3)=[C:6]([CH:10]=1)[C:7]([OH:9])=[O:8]. The product is [CH3:1][C:2]1[CH:3]=[CH:4][C:5]([NH:11][C:12]2[CH:13]=[N:14][C:15]3[CH2:16][CH2:17][CH2:18][CH2:19][C:20]=3[CH:21]=2)=[C:6]([CH:10]=1)[C:7]([OH:9])=[O:8]. The catalyst is C(O)(C(F)(F)F)=O.O=[Pt]=O. (3) The reactants are [OH:1][C:2]1[CH:7]=[CH:6][CH:5]=[CH:4][C:3]=1[CH2:8][C:9](O)=[O:10].CCN(CC)CC.ClC(OCC)=O.[BH4-].[Na+]. The catalyst is C1COCC1. The product is [OH:10][CH2:9][CH2:8][C:3]1[CH:4]=[CH:5][CH:6]=[CH:7][C:2]=1[OH:1]. The yield is 0.770. (4) The reactants are [S-:1][C:2]#[N:3].[K+].[CH3:5][CH:6]1[CH2:12][C:11]2[CH:13]=[C:14]3[O:19][CH2:18][O:17][C:15]3=[CH:16][C:10]=2[C:9]([C:20]2[CH:25]=[CH:24][C:23]([N+:26]([O-:28])=[O:27])=[CH:22][CH:21]=2)=[N:8][NH:7]1. The catalyst is C(O)(=O)C. The product is [CH3:5][CH:6]1[CH2:12][C:11]2[CH:13]=[C:14]3[O:19][CH2:18][O:17][C:15]3=[CH:16][C:10]=2[C:9]([C:20]2[CH:25]=[CH:24][C:23]([N+:26]([O-:28])=[O:27])=[CH:22][CH:21]=2)=[N:8][N:7]1[C:2](=[S:1])[NH2:3]. The yield is 0.760. (5) The reactants are Cl.[C:2]([NH2:6])(=[NH:5])[CH2:3][CH3:4].C([O:9][C:10](=O)[C:11]#[CH:12])C.[OH-].[K+]. No catalyst specified. The product is [CH2:3]([C:2]1[NH:6][C:10](=[O:9])[CH:11]=[CH:12][N:5]=1)[CH3:4]. The yield is 0.230.